Predict the product of the given reaction. From a dataset of Forward reaction prediction with 1.9M reactions from USPTO patents (1976-2016). (1) Given the reactants CS[C:3]1[CH:12]([NH:13][C:14](=[O:23])[O:15][CH2:16][C:17]2[CH:22]=[CH:21][CH:20]=[CH:19][CH:18]=2)[CH2:11][C:10]2[C:5](=[CH:6][CH:7]=[C:8]([O:24][C:25]3[CH:30]=[CH:29][CH:28]=[C:27]([C:31]([F:34])([F:33])[F:32])[CH:26]=3)[CH:9]=2)[N:4]=1.[NH:35]([C:37]([O:39][CH3:40])=[O:38])[NH2:36], predict the reaction product. The product is: [CH2:16]([O:15][C:14]([NH:13][CH:12]1[CH2:11][C:10]2[C:5](=[CH:6][CH:7]=[C:8]([O:24][C:25]3[CH:30]=[CH:29][CH:28]=[C:27]([C:31]([F:34])([F:33])[F:32])[CH:26]=3)[CH:9]=2)[N:4]=[C:3]1[NH:36][NH:35][C:37]([O:39][CH3:40])=[O:38])=[O:23])[C:17]1[CH:22]=[CH:21][CH:20]=[CH:19][CH:18]=1. (2) Given the reactants [Cr:1].[H][H].[S:4](=[O:8])(=[O:7])([OH:6])[OH:5], predict the reaction product. The product is: [S:4]([O-:8])([O-:7])(=[O:6])=[O:5].[Cr+3:1].[S:4]([O-:8])([O-:7])(=[O:6])=[O:5].[S:4]([O-:8])([O-:7])(=[O:6])=[O:5].[Cr+3:1]. (3) Given the reactants [CH2:1]([N:6]1[CH2:15][CH2:14][C:13]2[C:8](=[CH:9][C:10]([O:18][CH3:19])=[C:11]([O:16][CH3:17])[CH:12]=2)[C:7]21[CH2:24][CH2:23][CH:22]([C:25]([N:27]1[CH2:32][CH2:31][N:30]([C:33]3[CH:38]=[CH:37][N:36]=[CH:35][CH:34]=3)[CH2:29][CH2:28]1)=[O:26])[CH2:21][CH:20]2[CH:39]1[C:48]2[C:43](=[CH:44][C:45]([O:51][CH3:52])=[C:46]([O:49][CH3:50])[CH:47]=2)[CH2:42][CH2:41][N:40]1[CH2:53][CH3:54])[CH2:2][CH2:3][CH:4]=[CH2:5], predict the reaction product. The product is: [CH2:1]([N:6]1[CH2:15][CH2:14][C:13]2[C:8](=[CH:9][C:10]([O:18][CH3:19])=[C:11]([O:16][CH3:17])[CH:12]=2)[C:7]21[CH2:24][CH2:23][CH:22]([C:25]([N:27]1[CH2:28][CH2:29][N:30]([C:33]3[CH:38]=[CH:37][N:36]=[CH:35][CH:34]=3)[CH2:31][CH2:32]1)=[O:26])[CH2:21][CH:20]2[CH:39]1[C:48]2[C:43](=[CH:44][C:45]([O:51][CH3:52])=[C:46]([O:49][CH3:50])[CH:47]=2)[CH2:42][CH2:41][N:40]1[CH2:53][CH3:54])[CH2:2][CH2:3][CH2:4][CH3:5]. (4) Given the reactants [F:1][C:2]1[CH:7]=[CH:6][C:5]([OH:8])=[C:4]([CH3:9])[C:3]=1[NH:10][CH2:11][C:12]1[CH:17]=[C:16]([O:18][CH3:19])[CH:15]=[C:14]([C:20]2[CH:25]=[CH:24][CH:23]=[C:22]([F:26])[CH:21]=2)[CH:13]=1.C([O-])([O-])=O.[Cs+].[Cs+].Br[CH2:34][C:35]([O:37][CH:38]([CH3:40])[CH3:39])=[O:36].O, predict the reaction product. The product is: [F:1][C:2]1[CH:7]=[CH:6][C:5]([O:8][CH2:34][C:35]([O:37][CH:38]([CH3:40])[CH3:39])=[O:36])=[C:4]([CH3:9])[C:3]=1[NH:10][CH2:11][C:12]1[CH:17]=[C:16]([O:18][CH3:19])[CH:15]=[C:14]([C:20]2[CH:25]=[CH:24][CH:23]=[C:22]([F:26])[CH:21]=2)[CH:13]=1. (5) Given the reactants [Cl:1][C:2]1[C:3]2[CH:11]=[CH:10][N:9]([S:12]([C:15]3[CH:20]=[CH:19][C:18]([CH3:21])=[CH:17][CH:16]=3)(=[O:14])=[O:13])[C:4]=2[N:5]=[C:6](N)[N:7]=1.[Cl:22][Si](C)(C)C.N(OC(C)(C)C)=O.O, predict the reaction product. The product is: [Cl:22][C:6]1[N:7]=[C:2]([Cl:1])[C:3]2[CH:11]=[CH:10][N:9]([S:12]([C:15]3[CH:20]=[CH:19][C:18]([CH3:21])=[CH:17][CH:16]=3)(=[O:14])=[O:13])[C:4]=2[N:5]=1. (6) Given the reactants Br[C:2]1[N:3]=[C:4]2[CH:10]=[CH:9][N:8]([S:11]([C:14]3[CH:20]=[CH:19][C:17]([CH3:18])=[CH:16][CH:15]=3)(=[O:13])=[O:12])[C:5]2=[N:6][CH:7]=1.[CH3:21][OH:22].CN([CH:26]=[O:27])C, predict the reaction product. The product is: [S:11]([N:8]1[C:5]2=[N:6][CH:7]=[C:2]([C:21]([O:27][CH3:26])=[O:22])[N:3]=[C:4]2[CH:10]=[CH:9]1)([C:14]1[CH:20]=[CH:19][C:17]([CH3:18])=[CH:16][CH:15]=1)(=[O:13])=[O:12]. (7) Given the reactants [CH3:1][C:2]1([CH3:20])[O:6][C@H:5]([C@H:7]2[C@H:11]([C:12]([OH:14])=O)[O:10][C:9]([CH3:16])([CH3:15])[O:8]2)[C@@H:4]([C:17](O)=[O:18])[O:3]1.S(O)(O)(=O)=O.[NH2:26][C@H:27]([CH2:29][C:30]1[CH:35]=[CH:34][CH:33]=[CH:32][CH:31]=1)[CH3:28].[NH2:36][C@H:37]([CH2:39][C:40]1[CH:45]=[CH:44][CH:43]=[CH:42][CH:41]=1)[CH3:38].CN(C(ON1N=NC2C=CC=NC1=2)=[N+](C)C)C.F[P-](F)(F)(F)(F)F, predict the reaction product. The product is: [CH3:16][C:9]1([CH3:15])[O:8][C@H:7]([C@H:5]2[C@H:4]([C:17]([NH:26][C@@H:27]([CH3:28])[CH2:29][C:30]3[CH:35]=[CH:34][CH:33]=[CH:32][CH:31]=3)=[O:18])[O:3][C:2]([CH3:20])([CH3:1])[O:6]2)[C@@H:11]([C:12]([NH:36][C@@H:37]([CH3:38])[CH2:39][C:40]2[CH:45]=[CH:44][CH:43]=[CH:42][CH:41]=2)=[O:14])[O:10]1.